Dataset: Experimentally validated miRNA-target interactions with 360,000+ pairs, plus equal number of negative samples. Task: Binary Classification. Given a miRNA mature sequence and a target amino acid sequence, predict their likelihood of interaction. (1) The miRNA is mmu-miR-181a-5p with sequence AACAUUCAACGCUGUCGGUGAGU. The protein sequence of the target gene is MKTPFGKTPGQRSRADAGHAGVSANMMKKRTSHKKHRTSVGPSKPVSQPRRNIVGCRIQHGWREGNGPVTQWKGTVLDQVPVNPSLYLIKYDGFDCVYGLELNKDERVSALEVLPDRVATSRISDAHLADTMIGKAVEHMFETEDGSKDEWRGMVLARAPVMNTWFYITYEKDPVLYMYQLLDDYKEGDLRIMPDSNDSPPAEREPGEVVDSLVGKQVEYAKEDGSKRTGMVIHQVEAKPSVYFIKFDDDFHIYVYDLVKTS. Result: 1 (interaction). (2) The miRNA is hsa-miR-6817-3p with sequence UCUCUCUGACUCCAUGGCA. The protein sequence of the target gene is MQAPRELAVGIDLGTTYSCVGVFQQGRVEILANDQGNRTTPSYVAFTDTERLVGDAAKSQAALNPHNTVFDAKRLIGRKFADTTVQSDMKHWPFRVVSEGGKPKVRVCYRGEDKTFYPEEISSMVLSKMKETAEAYLGQPVKHAVITVPAYFNDSQRQATKDAGAIAGLNVLRIINEPTAAAIAYGLDRRGAGERNVLIFDLGGGTFDVSVLSIDAGVFEVKATAGDTHLGGEDFDNRLVNHFMEEFRRKHGKDLSGNKRALRRLRTACERAKRTLSSSTQATLEIDSLFEGVDFYTSIT.... Result: 1 (interaction). (3) The miRNA is hsa-miR-4766-5p with sequence UCUGAAAGAGCAGUUGGUGUU. The protein sequence of the target gene is MSSSSSWRRAATVMLAAGWTHSSPAGFRLLLLQRAQNQRFLPGAHVFPGGVLDAADSSPDWVRLFAPRHTPPRFGLGPEPPRQPPFPGLSHGDADPAALPDDVALRICAIREAFEEAGVLLLRPRDAAPASQEPSQALSPPAGLAEWRSRVRSDPRCFLQLCAHLDCTPDIWALHDWGGWLTPYGRTIRRFDTTFFLCCLRDIPRVEPDVAEVVGYQWLSPSEATECFLSKEIWLAPPQFYEMRRLENFASLSALYRFCSDRPSEVPEKWLPIILLTSDGTIHLLPGDELYVKDSDFLEK.... Result: 0 (no interaction). (4) The miRNA is hsa-miR-21-5p with sequence UAGCUUAUCAGACUGAUGUUGA. The protein sequence of the target gene is MGSKRRRATSPSSSVSGDFDDGHHSVSTPGPSRKRRRLSNLPTVDPIAVCHELYNTIRDYKDEQGRLLCELFIRAPKRRNQPDYYEVVSQPIDLMKIQQKLKMEEYDDVNLLTADFQLLFNNAKSYYKPDSPEYKAACKLWDLYLRTRNEFVQKGEADDEDDDEDGQDNQGTVTEGSSPAYLKEILEQLLEAIVVATNPSGRLISELFQKLPSKVQYPDYYAIIKEPIDLKTIAQRIQNGSYKSIHAMAKDIDLLAKNAKTYNEPGSQVFKDANSIKKIFYMKKAEIEHHEMAKSSLRMR.... Result: 1 (interaction). (5) The miRNA is mmu-miR-140-3p with sequence UACCACAGGGUAGAACCACGG. The protein sequence of the target gene is MALPFALLMALVVLSCKSSCSLDCDLPQTHSLGHRRTMMLLAQMRRISLFSCLKDRHDFRFPQEEFDGNQFQKAEAISVLHEVIQQTFNLFSTKDSSVAWDERLLDKLYTELYQQLNDLEACVMQEVWVGGTPLMNEDSILAVRKYFQRITLYLTEKKYSPCAWEVVRAEIMRSFSSSRNLQERLRRKE. Result: 0 (no interaction).